Dataset: Reaction yield outcomes from USPTO patents with 853,638 reactions. Task: Predict the reaction yield, written as a fraction of the theoretical maximum amount of product (1.0 means a 100% yield; for example, 0.34 means a 34% yield). (1) The reactants are [CH2:1]1[C:9]2[C:4](=[CH:5][CH:6]=[CH:7][CH:8]=2)[CH2:3][NH:2]1.[CH3:10][O:11][C:12]1[CH:17]=[CH:16][C:15]([N:18]=[C:19]=[O:20])=[C:14]([CH3:21])[CH:13]=1. The catalyst is O1CCOCC1. The product is [CH3:10][O:11][C:12]1[CH:17]=[CH:16][C:15]([NH:18][C:19]([N:2]2[CH2:3][C:4]3[C:9](=[CH:8][CH:7]=[CH:6][CH:5]=3)[CH2:1]2)=[O:20])=[C:14]([CH3:21])[CH:13]=1. The yield is 0.840. (2) The product is [Cl:1][C:2]1[CH:3]=[CH:4][CH:5]=[C:6]([O:8][CH2:10][CH2:11][CH3:12])[N:7]=1. The yield is 0.430. The catalyst is CN(C=O)C. The reactants are [Cl:1][C:2]1[N:7]=[C:6]([OH:8])[CH:5]=[CH:4][CH:3]=1.I[CH2:10][CH2:11][CH3:12].C([O-])([O-])=O.[K+].[K+]. (3) The reactants are Br[C:2]1[S:6][C:5]([NH:7][C:8]2[CH:13]=[C:12]([CH2:14][O:15][Si](C(C)(C)C)(C)C)[CH:11]=[CH:10][N:9]=2)=[N:4][CH:3]=1.[SH:23][C:24]1[CH:29]=[CH:28][N:27]=[C:26]([C:30]([O:32]C)=[O:31])[CH:25]=1.C[O-].[Na+].[OH-].[Na+].Cl. The catalyst is CO.CN(C)C=O. The product is [OH:15][CH2:14][C:12]1[CH:11]=[CH:10][N:9]=[C:8]([NH:7][C:5]2[S:6][C:2]([S:23][C:24]3[CH:29]=[CH:28][N:27]=[C:26]([C:30]([OH:32])=[O:31])[CH:25]=3)=[CH:3][N:4]=2)[CH:13]=1. The yield is 0.500. (4) The reactants are [CH3:1][C:2]1[CH:3]=[C:4]([C:19]2[S:23][C:22]([CH2:24][CH2:25][C:26]3[CH:35]=[CH:34][C:29]([C:30]([O:32]C)=[O:31])=[CH:28][CH:27]=3)=[N:21][CH:20]=2)[CH:5]=[C:6]([NH:8][C:9]2[N:14]=[C:13]([C:15]([F:18])([F:17])[F:16])[CH:12]=[CH:11][N:10]=2)[CH:7]=1.[OH-].[Na+].Cl. The catalyst is CO.O. The product is [CH3:1][C:2]1[CH:3]=[C:4]([C:19]2[S:23][C:22]([CH2:24][CH2:25][C:26]3[CH:27]=[CH:28][C:29]([C:30]([OH:32])=[O:31])=[CH:34][CH:35]=3)=[N:21][CH:20]=2)[CH:5]=[C:6]([NH:8][C:9]2[N:14]=[C:13]([C:15]([F:18])([F:17])[F:16])[CH:12]=[CH:11][N:10]=2)[CH:7]=1. The yield is 0.950. (5) The reactants are [Br:1][C:2]1[CH:7]=[C:6]([N+:8]([O-])=O)[CH:5]=[CH:4][C:3]=1[C:11]([CH3:16])([CH2:14][OH:15])[CH2:12]O.C(C=P(CCCC)(CCCC)CCCC)#N.O.O.[Sn](Cl)Cl. The catalyst is C1C=CC=CC=1. The product is [Br:1][C:2]1[CH:7]=[C:6]([CH:5]=[CH:4][C:3]=1[C:11]1([CH3:16])[CH2:14][O:15][CH2:12]1)[NH2:8]. The yield is 0.320. (6) The reactants are [Cl:1][C:2]1[N:7]=[N:6][C:5]([C:8](OCC)=[O:9])=[C:4]([NH:13][C:14]2[CH:19]=[C:18]([CH3:20])[CH:17]=[C:16]([CH3:21])[CH:15]=2)[CH:3]=1.[NH3:22]. The catalyst is CO. The product is [Cl:1][C:2]1[N:7]=[N:6][C:5]([C:8]([NH2:22])=[O:9])=[C:4]([NH:13][C:14]2[CH:19]=[C:18]([CH3:20])[CH:17]=[C:16]([CH3:21])[CH:15]=2)[CH:3]=1. The yield is 0.960. (7) The reactants are [C:1]1([S:7]([N:10]2[CH2:15][CH2:14][C@@H:13]([C:16]3[CH:21]=[CH:20][CH:19]=[CH:18][CH:17]=3)[C@H:12]([C:22]3[CH:27]=[CH:26][CH:25]=[C:24](Cl)[CH:23]=3)[CH2:11]2)(=[O:9])=[O:8])[CH:6]=[CH:5][CH:4]=[CH:3][CH:2]=1.[CH3:29][S:30]([C:33]1[CH:34]=[C:35](B(O)O)[CH:36]=[CH:37][CH:38]=1)(=[O:32])=[O:31].[F-].[K+].C1(P(C2C=CC=CC=2)C2C=CC=CC=2)C=CC=CC=1. The catalyst is CC(N(C)C)=O.O.C1C=CC([P]([Pd]([P](C2C=CC=CC=2)(C2C=CC=CC=2)C2C=CC=CC=2)([P](C2C=CC=CC=2)(C2C=CC=CC=2)C2C=CC=CC=2)[P](C2C=CC=CC=2)(C2C=CC=CC=2)C2C=CC=CC=2)(C2C=CC=CC=2)C2C=CC=CC=2)=CC=1.O. The product is [C:1]1([S:7]([N:10]2[CH2:15][CH2:14][C@@H:13]([C:16]3[CH:21]=[CH:20][CH:19]=[CH:18][CH:17]=3)[C@H:12]([C:22]3[CH:23]=[C:24]([C:37]4[CH:36]=[CH:35][CH:34]=[C:33]([S:30]([CH3:29])(=[O:32])=[O:31])[CH:38]=4)[CH:25]=[CH:26][CH:27]=3)[CH2:11]2)(=[O:9])=[O:8])[CH:6]=[CH:5][CH:4]=[CH:3][CH:2]=1. The yield is 0.260.